Dataset: Forward reaction prediction with 1.9M reactions from USPTO patents (1976-2016). Task: Predict the product of the given reaction. (1) Given the reactants FC(F)(F)C1C=CC(S([Cl:12])(=O)=O)=CC=1.NC1CCN([CH2:22][CH2:23][NH:24][C:25]([NH:27][C:28]2[C:37]3[C:32](=[CH:33][CH:34]=[CH:35][CH:36]=3)[N:31]=[C:30]([CH3:38])[CH:29]=2)=[O:26])CC1.CCN(C(C)C)C(C)C, predict the reaction product. The product is: [Cl:12][CH2:22][CH2:23][NH:24][C:25]([NH:27][C:28]1[C:37]2[C:32](=[CH:33][CH:34]=[CH:35][CH:36]=2)[N:31]=[C:30]([CH3:38])[CH:29]=1)=[O:26]. (2) Given the reactants ClC1C=C[C:8]([C:11]2[C:12]([C@@H](NC(=O)CN3C4CCCCC=4C(C(F)(F)F)=N3)CC3C=C(F)C=C(F)C=3)=[N:13][C:14](C#CC3(O)CCOCC3)=[CH:15][CH:16]=2)=[C:7]2C=1C(O)=NN2C.Cl[C:56]1[N:61]=[C:60]([C@@H:62]([NH:72][C:73](=[O:90])[CH2:74][N:75]2[C:79]3[C:80]([F:85])([F:84])[C@@H:81]4[CH2:83][C@@H:82]4[C:78]=3[C:77]([C:86]([F:89])([F:88])[F:87])=[N:76]2)[CH2:63][C:64]2[CH:69]=[C:68]([F:70])[CH:67]=[C:66]([F:71])[CH:65]=2)[C:59]([C:91]2[CH:92]=[CH:93][C:94]([Cl:106])=[C:95]3[C:99]=2[N:98]([CH3:100])[N:97]=[C:96]3[NH:101][S:102]([CH3:105])(=[O:104])=[O:103])=[CH:58][CH:57]=1.Cl.C(C1CCCNC1)#C, predict the reaction product. The product is: [Cl:106][C:94]1[CH:93]=[CH:92][C:91]([C:59]2[C:60]([C@@H:62]([NH:72][C:73](=[O:90])[CH2:74][N:75]3[C:79]4[C:80]([F:84])([F:85])[C@@H:81]5[CH2:83][C@@H:82]5[C:78]=4[C:77]([C:86]([F:88])([F:89])[F:87])=[N:76]3)[CH2:63][C:64]3[CH:65]=[C:66]([F:71])[CH:67]=[C:68]([F:70])[CH:69]=3)=[N:61][C:56]([C:7]#[C:8][CH:11]3[CH2:16][CH2:15][CH2:14][NH:13][CH2:12]3)=[CH:57][CH:58]=2)=[C:99]2[C:95]=1[C:96]([NH:101][S:102]([CH3:105])(=[O:104])=[O:103])=[N:97][N:98]2[CH3:100]. (3) Given the reactants [C:1]1([S:7]([CH2:9][Cl:10])=O)[CH:6]=[CH:5][CH:4]=[CH:3][CH:2]=1.[C:11]1([CH:17]([CH3:19])[CH3:18])[CH:16]=[CH:15][CH:14]=[CH:13][CH:12]=1.[F:20][C:21]([F:34])([F:33])[S:22]([O:25]S(C(F)(F)F)(=O)=O)(=[O:24])=[O:23], predict the reaction product. The product is: [O-:25][S:22]([C:21]([F:34])([F:33])[F:20])(=[O:24])=[O:23].[Cl:10][CH2:9][S+:7]([C:12]1[CH:13]=[CH:14][CH:15]=[CH:16][C:11]=1[CH:17]([CH3:19])[CH3:18])[C:1]1[CH:6]=[CH:5][CH:4]=[CH:3][CH:2]=1. (4) Given the reactants [Br:1][C:2]1[C:11]2[C:6](=[CH:7][C:8]([Br:12])=[CH:9][CH:10]=2)[CH:5]=[CH:4][C:3]=1[O:13][CH2:14][CH2:15][N:16]1[C:20]([NH2:21])=[CH:19][C:18]([C:22]2[CH:27]=[CH:26][CH:25]=[CH:24][CH:23]=2)=[N:17]1.[C:28](Cl)(=[O:30])[CH3:29].C(N(CC)CC)C.[NH4+].[Cl-], predict the reaction product. The product is: [Br:1][C:2]1[C:11]2[C:6](=[CH:7][C:8]([Br:12])=[CH:9][CH:10]=2)[CH:5]=[CH:4][C:3]=1[O:13][CH2:14][CH2:15][N:16]1[C:20]([NH:21][C:28](=[O:30])[CH3:29])=[CH:19][C:18]([C:22]2[CH:27]=[CH:26][CH:25]=[CH:24][CH:23]=2)=[N:17]1.